Dataset: NCI-60 drug combinations with 297,098 pairs across 59 cell lines. Task: Regression. Given two drug SMILES strings and cell line genomic features, predict the synergy score measuring deviation from expected non-interaction effect. (1) Drug 1: C1=NC2=C(N=C(N=C2N1C3C(C(C(O3)CO)O)F)Cl)N. Drug 2: CNC(=O)C1=NC=CC(=C1)OC2=CC=C(C=C2)NC(=O)NC3=CC(=C(C=C3)Cl)C(F)(F)F. Cell line: ACHN. Synergy scores: CSS=6.37, Synergy_ZIP=-2.19, Synergy_Bliss=-0.0968, Synergy_Loewe=-14.0, Synergy_HSA=-3.00. (2) Drug 1: C1CCN(CC1)CCOC2=CC=C(C=C2)C(=O)C3=C(SC4=C3C=CC(=C4)O)C5=CC=C(C=C5)O. Drug 2: CC1C(C(=O)NC(C(=O)N2CCCC2C(=O)N(CC(=O)N(C(C(=O)O1)C(C)C)C)C)C(C)C)NC(=O)C3=C4C(=C(C=C3)C)OC5=C(C(=O)C(=C(C5=N4)C(=O)NC6C(OC(=O)C(N(C(=O)CN(C(=O)C7CCCN7C(=O)C(NC6=O)C(C)C)C)C)C(C)C)C)N)C. Cell line: NCI-H322M. Synergy scores: CSS=14.2, Synergy_ZIP=-4.35, Synergy_Bliss=2.18, Synergy_Loewe=-21.7, Synergy_HSA=0.572.